Dataset: Full USPTO retrosynthesis dataset with 1.9M reactions from patents (1976-2016). Task: Predict the reactants needed to synthesize the given product. Given the product [CH3:19][C:4]1[S:3][C:2]2[N:1]=[C:21]([C:20]([OH:23])=[O:22])[N:24]=[C:7]([C:8]3[CH:13]=[CH:12][CH:11]=[C:10]([C:14]([F:17])([F:16])[F:15])[CH:9]=3)[C:6]=2[CH:5]=1, predict the reactants needed to synthesize it. The reactants are: [NH2:1][C:2]1[S:3][C:4]([CH3:19])=[CH:5][C:6]=1[C:7](=O)[C:8]1[CH:13]=[CH:12][CH:11]=[C:10]([C:14]([F:17])([F:16])[F:15])[CH:9]=1.[C:20]([O-:23])(=[O:22])[CH3:21].[NH4+:24].C(O)(=O)C=O.